From a dataset of Reaction yield outcomes from USPTO patents with 853,638 reactions. Predict the reaction yield, written as a fraction of the theoretical maximum amount of product (1.0 means a 100% yield; for example, 0.34 means a 34% yield). (1) The reactants are [Br:1][C:2]1[CH:3]=[CH:4][C:5]([CH2:8]Br)=[N:6][CH:7]=1.[CH3:10][S:11]([O-:13])=[O:12].[Na+]. The catalyst is C(O)(C)C. The product is [Br:1][C:2]1[CH:3]=[CH:4][C:5]([CH2:8][S:11]([CH3:10])(=[O:13])=[O:12])=[N:6][CH:7]=1. The yield is 0.800. (2) The catalyst is C(O)C. The yield is 0.839. The product is [CH3:3][C:4]1[N:8]([CH2:9][CH2:10][C:11]2[CH:12]=[CH:13][C:14]([O:17][CH2:18][CH2:19][CH2:20][CH2:21][CH2:22][CH2:23][CH2:24][CH2:25][CH2:26][CH2:27][CH3:28])=[CH:15][CH:16]=2)[C:7]([C:29]2[CH:46]=[CH:45][C:32]([O:33][C@H:34]([CH2:38][C:39]3[CH:40]=[CH:41][CH:42]=[CH:43][CH:44]=3)[C:35]([O-:37])=[O:36])=[CH:31][CH:30]=2)=[CH:6][CH:5]=1.[Na+:2]. The reactants are [OH-].[Na+:2].[CH3:3][C:4]1[N:8]([CH2:9][CH2:10][C:11]2[CH:16]=[CH:15][C:14]([O:17][CH2:18][CH2:19][CH2:20][CH2:21][CH2:22][CH2:23][CH2:24][CH2:25][CH2:26][CH2:27][CH3:28])=[CH:13][CH:12]=2)[C:7]([C:29]2[CH:46]=[CH:45][C:32]([O:33][C@H:34]([CH2:38][C:39]3[CH:44]=[CH:43][CH:42]=[CH:41][CH:40]=3)[C:35]([OH:37])=[O:36])=[CH:31][CH:30]=2)=[CH:6][CH:5]=1. (3) The reactants are [C:1]([P:5](Cl)[C:6]([CH3:9])([CH3:8])[CH3:7])([CH3:4])([CH3:3])[CH3:2].[CH2:11](Cl)[CH:12]=[CH:13][CH3:14].[Mg].S(=O)(=O)(O)O. The catalyst is O1CCCC1.[Cu]Cl.C1(C)C=CC=CC=1. The product is [C:1]([P:5]([C:6]([CH3:9])([CH3:8])[CH3:7])[CH2:11][CH:12]=[CH:13][CH3:14])([CH3:4])([CH3:3])[CH3:2]. The yield is 0.540. (4) The reactants are Cl[CH2:2][C:3]1[O:4][C:5]([C:8]2[CH:13]=[CH:12][C:11]([N+:14]([O-:16])=[O:15])=[C:10]([O:17][CH3:18])[CH:9]=2)=[N:6][N:7]=1.[NH:19]1[CH2:23][CH2:22][CH2:21][CH2:20]1. The yield is 0.990. The catalyst is O1CCOCC1. The product is [CH3:18][O:17][C:10]1[CH:9]=[C:8]([C:5]2[O:4][C:3]([CH2:2][N:19]3[CH2:23][CH2:22][CH2:21][CH2:20]3)=[N:7][N:6]=2)[CH:13]=[CH:12][C:11]=1[N+:14]([O-:16])=[O:15]. (5) The reactants are S(O[CH2:8][CH3:9])(OCC)(=O)=[O:2].[CH2:10]([N:12]([CH2:15][CH3:16])[CH2:13][CH3:14])[CH3:11].C(O)C.[OH-].[Na+]. No catalyst specified. The product is [OH-:2].[CH2:10]([N+:12]([CH2:8][CH3:9])([CH2:15][CH3:16])[CH2:13][CH3:14])[CH3:11]. The yield is 0.957. (6) The product is [F:12][C:13]1[CH:20]=[CH:19][C:18]([I:21])=[CH:17][C:14]=1[CH:15]=[N:2][NH:1][C:3]1[CH:4]=[C:5]([CH:9]=[CH:10][CH:11]=1)[C:6]([OH:8])=[O:7]. The yield is 0.980. The reactants are [NH:1]([C:3]1[CH:4]=[C:5]([CH:9]=[CH:10][CH:11]=1)[C:6]([OH:8])=[O:7])[NH2:2].[F:12][C:13]1[CH:20]=[CH:19][C:18]([I:21])=[CH:17][C:14]=1[CH:15]=O.C(=O)([O-])[O-].[Cs+].[Cs+].Cl. The catalyst is CN(C=O)C.O. (7) The reactants are [CH2:1]([C@:3]12[CH2:13][CH2:12][C@@:11]([OH:17])(CCC)[CH2:10][C@H:9]1CCC[C:5]1C=C(C(O)=O)C=[CH:21][C:4]2=1)[CH3:2].C([C@@]12CC[C@](O)(CCC)C[C@@H]1C[CH2:31][CH2:30][C:29]1[CH:42]=[C:43]([C:46]([OH:48])=O)[CH:44]=[CH:45]C2=1)C.CN(C(O[N:57]1N=[N:64][C:59]2[CH:60]=[CH:61][CH:62]=[CH:63][C:58]1=2)=[N+](C)C)C.F[P-](F)(F)(F)(F)F.[CH3:73]CN(C(C)C)C(C)C.N1[CH:87]=[CH:86][CH:85]=[C:84](N)[C:83]=1N. The catalyst is O.CN(C=O)C. The product is [CH3:60][C:59]1[C:58]([NH:57][C:46]([C:43]2[CH:44]=[CH:45][C:13]3[C@:3]4([CH2:1][C:2]5[CH:87]=[CH:86][CH:85]=[CH:84][CH:83]=5)[CH2:9][CH2:10][C@@:11]([CH2:12][CH3:73])([OH:17])[CH2:5][C@@H:4]4[CH2:21][CH2:31][CH2:30][C:29]=3[CH:42]=2)=[O:48])=[CH:63][CH:62]=[CH:61][N:64]=1. The yield is 1.00. (8) The reactants are ClC(Cl)(Cl)C(Cl)(Cl)Cl.[F:9][C:10]1[CH:11]=[CH:12][C:13]([NH:16][NH:17][C:18](=O)[C:19]2[C:24]([Cl:25])=[CH:23][CH:22]=[CH:21][C:20]=2[Cl:26])=[N:14][CH:15]=1.C1(P(C2C=CC=CC=2)C2C=CC=CC=2)C=CC=CC=1.C(N(CC)CC)C. The catalyst is C1COCC1. The product is [Cl:26][C:20]1[CH:21]=[CH:22][CH:23]=[C:24]([Cl:25])[C:19]=1[C:18]1[N:14]2[CH:15]=[C:10]([F:9])[CH:11]=[CH:12][C:13]2=[N:16][N:17]=1. The yield is 0.930. (9) The reactants are Cl[C:2]1[N:7]=[C:6]([S:8][C:9]2[CH:10]=[C:11]3[C:16](=[C:17]([F:19])[CH:18]=2)[N:15]=[C:14]([CH3:20])[CH:13]=[CH:12]3)[N:5]=[C:4]([NH:21][C:22]2[NH:26][N:25]=[C:24]([CH3:27])[CH:23]=2)[CH:3]=1.[CH3:28][N:29]1[CH2:34][CH2:33][CH:32]([N:35]2[CH2:40][CH2:39][NH:38][CH2:37][CH2:36]2)[CH2:31][CH2:30]1.C(N(C(C)C)CC)(C)C. The catalyst is C(O)CCC. The product is [F:19][C:17]1[CH:18]=[C:9]([S:8][C:6]2[N:5]=[C:4]([NH:21][C:22]3[NH:26][N:25]=[C:24]([CH3:27])[CH:23]=3)[CH:3]=[C:2]([N:38]3[CH2:37][CH2:36][N:35]([CH:32]4[CH2:33][CH2:34][N:29]([CH3:28])[CH2:30][CH2:31]4)[CH2:40][CH2:39]3)[N:7]=2)[CH:10]=[C:11]2[C:16]=1[N:15]=[C:14]([CH3:20])[CH:13]=[CH:12]2. The yield is 0.300. (10) The reactants are Cl.[N:2]1[CH:7]=[CH:6][C:5]([C:8]2[C:9]([C:16]3[CH:17]=[C:18]([CH:22]=[CH:23][CH:24]=3)[C:19](O)=[O:20])=[N:10][N:11]3[CH2:15][CH2:14][S:13][C:12]=23)=[CH:4][CH:3]=1.[C:25]([C:29]1[CH:35]=[CH:34][C:32]([NH2:33])=[CH:31][CH:30]=1)([CH3:28])([CH3:27])[CH3:26]. The catalyst is S(Cl)(Cl)=O.C(OCC)(=O)C. The product is [C:25]([C:29]1[CH:30]=[CH:31][C:32]([NH:33][C:19](=[O:20])[C:18]2[CH:22]=[CH:23][CH:24]=[C:16]([C:9]3[C:8]([C:5]4[CH:6]=[CH:7][N:2]=[CH:3][CH:4]=4)=[C:12]4[S:13][CH2:14][CH2:15][N:11]4[N:10]=3)[CH:17]=2)=[CH:34][CH:35]=1)([CH3:28])([CH3:26])[CH3:27]. The yield is 0.770.